From a dataset of Reaction yield outcomes from USPTO patents with 853,638 reactions. Predict the reaction yield, written as a fraction of the theoretical maximum amount of product (1.0 means a 100% yield; for example, 0.34 means a 34% yield). The reactants are [CH3:1][O:2][C:3](=[O:19])[C:4]1[CH:9]=[CH:8][C:7]([C:10]([CH2:16][CH:17]=[CH2:18])([CH2:14][OH:15])[CH2:11][CH:12]=[CH2:13])=[CH:6][CH:5]=1.[CH3:20][C:21]1[CH:26]=[C:25](O)[CH:24]=[C:23]([CH3:28])[C:22]=1[C:29]1[CH:34]=[CH:33][C:32]([C:35]([F:38])([F:37])[F:36])=[CH:31][CH:30]=1.C1(P(C2C=CC=CC=2)C2C=CC=CC=2)C=CC=CC=1.N(C(N1CCCCC1)=O)=NC(N1CCCCC1)=O. The catalyst is C1(C)C=CC=CC=1.CO. The product is [CH3:1][O:2][C:3](=[O:19])[C:4]1[CH:9]=[CH:8][C:7]([C:10]([CH2:16][CH:17]=[CH2:18])([CH2:14][O:15][C:25]2[CH:26]=[C:21]([CH3:20])[C:22]([C:29]3[CH:34]=[CH:33][C:32]([C:35]([F:36])([F:38])[F:37])=[CH:31][CH:30]=3)=[C:23]([CH3:28])[CH:24]=2)[CH2:11][CH:12]=[CH2:13])=[CH:6][CH:5]=1. The yield is 0.640.